From a dataset of Forward reaction prediction with 1.9M reactions from USPTO patents (1976-2016). Predict the product of the given reaction. (1) Given the reactants Cl.Cl[CH2:3][C:4]1[N:8]2[CH:9]=[C:10]([CH3:13])[CH:11]=[CH:12][C:7]2=[N:6][C:5]=1[C:14]1[CH:19]=[CH:18][C:17]([CH3:20])=[CH:16][CH:15]=1.[CH3:21][C:22]1[NH:23][C:24](=[S:28])[S:25][C:26]=1[CH3:27], predict the reaction product. The product is: [CH3:21][C:22]1[N:23]([CH2:3][C:4]2[N:8]3[CH:9]=[C:10]([CH3:13])[CH:11]=[CH:12][C:7]3=[N:6][C:5]=2[C:14]2[CH:19]=[CH:18][C:17]([CH3:20])=[CH:16][CH:15]=2)[C:24](=[S:28])[S:25][C:26]=1[CH3:27]. (2) Given the reactants [CH3:1][C:2]1[CH:7]=[CH:6][C:5]([CH2:8][OH:9])=[C:4]([O:10][C@H:11]([CH2:13][CH:14]=[CH2:15])[CH3:12])[CH:3]=1.CC(OI1(OC(C)=O)(OC(C)=O)OC(=O)C2C=CC=CC1=2)=O, predict the reaction product. The product is: [CH3:1][C:2]1[CH:7]=[CH:6][C:5]([CH:8]=[O:9])=[C:4]([O:10][C@H:11]([CH2:13][CH:14]=[CH2:15])[CH3:12])[CH:3]=1. (3) Given the reactants [NH2:1][CH2:2][CH2:3][CH2:4][CH2:5][NH:6][C:7](=[O:13])[O:8][C:9]([CH3:12])([CH3:11])[CH3:10].[CH2:14]([O:21][C:22]1[CH:31]=[C:30]2[C:25]([C:26](Cl)=[C:27]([N+:32]([O-:34])=[O:33])[CH:28]=[N:29]2)=[CH:24][CH:23]=1)[C:15]1[CH:20]=[CH:19][CH:18]=[CH:17][CH:16]=1.C(N(CC)CC)C, predict the reaction product. The product is: [CH2:14]([O:21][C:22]1[CH:31]=[C:30]2[C:25]([C:26]([NH:1][CH2:2][CH2:3][CH2:4][CH2:5][NH:6][C:7](=[O:13])[O:8][C:9]([CH3:10])([CH3:12])[CH3:11])=[C:27]([N+:32]([O-:34])=[O:33])[CH:28]=[N:29]2)=[CH:24][CH:23]=1)[C:15]1[CH:16]=[CH:17][CH:18]=[CH:19][CH:20]=1. (4) Given the reactants O=[C:2]1[CH2:7][CH2:6][N:5]([C:8]([O:10][C:11]([CH3:14])([CH3:13])[CH3:12])=[O:9])[CH2:4][CH2:3]1.[CH3:15][N:16]1[CH2:21][CH2:20][NH:19][CH2:18][CH2:17]1.C(O)(=O)C.C(O[BH-](OC(=O)C)OC(=O)C)(=O)C.[Na+], predict the reaction product. The product is: [CH3:15][N:16]1[CH2:21][CH2:20][N:19]([CH:2]2[CH2:7][CH2:6][N:5]([C:8]([O:10][C:11]([CH3:14])([CH3:13])[CH3:12])=[O:9])[CH2:4][CH2:3]2)[CH2:18][CH2:17]1.